From a dataset of Catalyst prediction with 721,799 reactions and 888 catalyst types from USPTO. Predict which catalyst facilitates the given reaction. Reactant: CN(/C=[C:5]1\[CH2:6][CH2:7][C:8]2[C:9]([C:16]([O:18][CH2:19][CH3:20])=[O:17])=[C:10]([CH3:15])[NH:11][C:12]=2[C:13]\1=O)C.[C:21]([O-])(=O)C.[K+].S(O)(O)(=O)=O.[CH3:31][NH:32][C:33](=[NH:35])[SH:34]. Product: [CH3:15][C:10]1[NH:11][C:12]2[C:13]3[N:35]=[C:33]([S:34][CH3:21])[N:32]=[CH:31][C:5]=3[CH2:6][CH2:7][C:8]=2[C:9]=1[C:16]([O:18][CH2:19][CH3:20])=[O:17]. The catalyst class is: 39.